Dataset: Reaction yield outcomes from USPTO patents with 853,638 reactions. Task: Predict the reaction yield, written as a fraction of the theoretical maximum amount of product (1.0 means a 100% yield; for example, 0.34 means a 34% yield). (1) The reactants are [OH-].[Na+].C1(C[O:10][C:11]([C:13]2([NH:19][C:20]([C:22]3[CH:27]=[CH:26][C:25]([CH2:28][N:29]([CH3:31])[CH3:30])=[CH:24][CH:23]=3)=O)[CH2:18][CH2:17][CH2:16][CH2:15][CH2:14]2)=[O:12])C=CC=CC=1.Cl.C(N(CC)CC)C.Cl.C(N=C=NCCCN(C)C)C. The catalyst is O1CCCC1.C(Cl)Cl. The product is [CH3:30][N:29]([CH2:28][C:25]1[CH:26]=[CH:27][C:22]([C:20]2[O:10][C:11](=[O:12])[C:13]3([CH2:14][CH2:15][CH2:16][CH2:17][CH2:18]3)[N:19]=2)=[CH:23][CH:24]=1)[CH3:31]. The yield is 0.680. (2) The reactants are [NH2:1][C:2]1[CH:10]=[C:9]([C:11]([F:14])([F:13])[F:12])[C:8]([C:15]2[N:16]=[N:17][CH:18]=[CH:19][CH:20]=2)=[CH:7][C:3]=1[C:4]([OH:6])=[O:5].OS(O)(=O)=O.[CH3:26]O. No catalyst specified. The product is [CH3:26][O:5][C:4](=[O:6])[C:3]1[CH:7]=[C:8]([C:15]2[N:16]=[N:17][CH:18]=[CH:19][CH:20]=2)[C:9]([C:11]([F:12])([F:13])[F:14])=[CH:10][C:2]=1[NH2:1]. The yield is 0.460. (3) The reactants are [H-].[Na+].[NH:3]1[C:11]2[CH:10]=[CH:9][CH:8]=[C:7]([C:12]([O:14][CH3:15])=[O:13])[C:6]=2[CH:5]=[N:4]1.[C:16]1([S:22](Cl)(=[O:24])=[O:23])[CH:21]=[CH:20][CH:19]=[CH:18][CH:17]=1. The catalyst is CN(C=O)C. The product is [C:16]1([S:22]([N:3]2[C:11]3[CH:10]=[CH:9][CH:8]=[C:7]([C:12]([O:14][CH3:15])=[O:13])[C:6]=3[CH:5]=[N:4]2)(=[O:24])=[O:23])[CH:21]=[CH:20][CH:19]=[CH:18][CH:17]=1. The yield is 0.910. (4) The reactants are [Si:1]([O:8][C:9]1([C:13]2[CH:14]=[CH:15][C:16]3[C:17]4[N:25]=[CH:24][C:23]([C:26]5[C:27]([CH3:32])=[N:28][O:29][C:30]=5[CH3:31])=[CH:22][C:18]=4[NH:19][C:20]=3[CH:21]=2)[CH2:12][O:11][CH2:10]1)([C:4]([CH3:7])([CH3:6])[CH3:5])([CH3:3])[CH3:2].[C:33]1([C@@H:39]([CH:41]2[CH2:46][CH2:45][O:44][CH2:43][CH2:42]2)O)[CH:38]=[CH:37][CH:36]=[CH:35][CH:34]=1.C1(P(C2C=CC=CC=2)C2C=CC=CC=2)C=CC=CC=1.CC(OC(/N=N/C(OC(C)C)=O)=O)C. The catalyst is C1(C)C=CC=CC=1. The product is [Si:1]([O:8][C:9]1([C:13]2[CH:14]=[CH:15][C:16]3[C:17]4[N:25]=[CH:24][C:23]([C:26]5[C:27]([CH3:32])=[N:28][O:29][C:30]=5[CH3:31])=[CH:22][C:18]=4[N:19]([C@H:39]([C:33]4[CH:38]=[CH:37][CH:36]=[CH:35][CH:34]=4)[CH:41]4[CH2:42][CH2:43][O:44][CH2:45][CH2:46]4)[C:20]=3[CH:21]=2)[CH2:10][O:11][CH2:12]1)([C:4]([CH3:6])([CH3:7])[CH3:5])([CH3:2])[CH3:3]. The yield is 1.15. (5) The reactants are [N:1]1[CH:6]=[CH:5][CH:4]=[CH:3][C:2]=1[NH:7][NH2:8].[C:9](O)(=[O:11])[CH3:10].C(C=O)=O.C(=O)([O-])O.[Na+]. The catalyst is O. The product is [N:1]1[CH:6]=[CH:5][CH:4]=[CH:3][C:2]=1[NH:7]/[N:8]=[CH:10]/[CH:9]=[O:11]. The yield is 0.850. (6) The reactants are [C:1]([O:5][C:6](=[O:25])[C@:7]([NH2:24])([CH3:23])[CH2:8][C:9]1[CH:10]=[N:11][C:12]([NH:15][C:16]([O:18][C:19]([CH3:22])([CH3:21])[CH3:20])=[O:17])=[CH:13][CH:14]=1)([CH3:4])([CH3:3])[CH3:2].[C:26](N1C=CN=C1)(N1C=CN=C1)=[O:27].[NH2:38][C@@H:39]1[CH2:50][O:49][CH2:48][CH2:47][CH2:46][CH2:45][O:44][CH2:43][C@@H:42]([CH:51]([CH3:53])[CH3:52])[NH:41][C:40]1=[O:54].FC(F)(F)C([O-])=O.C(N(CC)C(C)C)(C)C. The catalyst is CN(C=O)C. The product is [C:1]([O:5][C:6](=[O:25])[C@:7]([NH:24][C:26]([NH:38][C@@H:39]1[CH2:50][O:49][CH2:48][CH2:47][CH2:46][CH2:45][O:44][CH2:43][C@H:42]([CH:51]([CH3:52])[CH3:53])[NH:41][C:40]1=[O:54])=[O:27])([CH3:23])[CH2:8][C:9]1[CH:10]=[N:11][C:12]([NH:15][C:16]([O:18][C:19]([CH3:22])([CH3:21])[CH3:20])=[O:17])=[CH:13][CH:14]=1)([CH3:3])([CH3:2])[CH3:4]. The yield is 0.350. (7) The reactants are [H-].[Na+].[C:3]([O:11][CH2:12][CH3:13])(=[O:10])[CH2:4][C:5]([O:7][CH2:8][CH3:9])=[O:6].Br[CH2:15][C:16]1[CH:29]=[CH:28][C:19]([C:20]([C:22]2[CH:27]=[CH:26][CH:25]=[CH:24][CH:23]=2)=[O:21])=[CH:18][CH:17]=1.[Br-]. The catalyst is CN(C=O)C.O. The product is [C:20]([C:19]1[CH:18]=[CH:17][C:16]([CH2:15][CH:4]([C:5]([O:7][CH2:8][CH3:9])=[O:6])[C:3]([O:11][CH2:12][CH3:13])=[O:10])=[CH:29][CH:28]=1)(=[O:21])[C:22]1[CH:23]=[CH:24][CH:25]=[CH:26][CH:27]=1. The yield is 0.860.